The task is: Predict the product of the given reaction.. This data is from Forward reaction prediction with 1.9M reactions from USPTO patents (1976-2016). Given the reactants [OH:1][CH:2]1[CH2:7][C:6]([CH3:9])([CH3:8])[N:5]([O:10][CH2:11][C:12]([OH:15])([CH3:14])[CH3:13])[C:4]([CH3:17])([CH3:16])[CH2:3]1.[CH2:18]([N:27]=[C:28]=[O:29])[CH2:19][CH2:20][CH2:21][CH2:22][CH2:23][N:24]=[C:25]=[O:26], predict the reaction product. The product is: [CH2:18]([NH:27][C:28]([O:1][CH:2]1[CH2:7][C:6]([CH3:8])([CH3:9])[N:5]([O:10][CH2:11][C:12]([OH:15])([CH3:14])[CH3:13])[C:4]([CH3:17])([CH3:16])[CH2:3]1)=[O:29])[CH2:19][CH2:20][CH2:21][CH2:22][CH2:23][NH:24][C:25]([O:1][CH:2]1[CH2:7][C:6]([CH3:8])([CH3:9])[N:5]([O:10][CH2:11][C:12]([OH:15])([CH3:14])[CH3:13])[C:4]([CH3:17])([CH3:16])[CH2:3]1)=[O:26].